From a dataset of Retrosynthesis with 50K atom-mapped reactions and 10 reaction types from USPTO. Predict the reactants needed to synthesize the given product. (1) Given the product CCOC(=O)c1cnc(Nc2ccc(OCCN3CCCC3)cc2)nc1C(F)(F)F, predict the reactants needed to synthesize it. The reactants are: Brc1ccc(OCCN2CCCC2)cc1.CCOC(=O)c1cnc(N)nc1C(F)(F)F. (2) The reactants are: CC(C)(C)OC(=O)N1CC[C@@H](Oc2ccc([N+](=O)[O-])cn2)C1. Given the product O=C(O)C(F)(F)F, predict the reactants needed to synthesize it. (3) Given the product CCN(C(=O)N(C)c1cn(-c2cccnc2)nc1Cl)C(=O)C(C)(C)C, predict the reactants needed to synthesize it. The reactants are: CC(C)(C)C(=O)Cl.CCNC(=O)N(C)c1cn(-c2cccnc2)nc1Cl. (4) Given the product COC(=O)Cc1ccc(F)cc1I, predict the reactants needed to synthesize it. The reactants are: CO.O=C(O)Cc1ccc(F)cc1I.